From a dataset of Peptide-MHC class II binding affinity with 134,281 pairs from IEDB. Regression. Given a peptide amino acid sequence and an MHC pseudo amino acid sequence, predict their binding affinity value. This is MHC class II binding data. (1) The MHC is DRB1_0802 with pseudo-sequence DRB1_0802. The binding affinity (normalized) is 0.440. The peptide sequence is GELQIHDKIDAAFKI. (2) The peptide sequence is YDKFLANVSAVLTGK. The MHC is DRB3_0202 with pseudo-sequence DRB3_0202. The binding affinity (normalized) is 0.951. (3) The peptide sequence is DKLKQQRDTLSTQKET. The MHC is DRB1_1302 with pseudo-sequence DRB1_1302. The binding affinity (normalized) is 0.168. (4) The peptide sequence is VAWQVKLLPVPPTVT. The MHC is HLA-DQA10104-DQB10503 with pseudo-sequence HLA-DQA10104-DQB10503. The binding affinity (normalized) is 0.123. (5) The peptide sequence is YVDLDKKETVWH. The MHC is DRB1_0101 with pseudo-sequence DRB1_0101. The binding affinity (normalized) is 0. (6) The binding affinity (normalized) is 0.625. The MHC is HLA-DQA10102-DQB10602 with pseudo-sequence HLA-DQA10102-DQB10602. The peptide sequence is THSWEYWGAQLNAMK. (7) The peptide sequence is HGSPTFWMGSHEVNG. The MHC is DRB4_0103 with pseudo-sequence DRB4_0103. The binding affinity (normalized) is 0.431. (8) The peptide sequence is INEPTAAAIYYGLDR. The MHC is HLA-DQA10401-DQB10402 with pseudo-sequence HLA-DQA10401-DQB10402. The binding affinity (normalized) is 0.472. (9) The peptide sequence is FIVFLLLAGRSCSYK. The MHC is DRB1_0101 with pseudo-sequence DRB1_0101. The binding affinity (normalized) is 0.982. (10) The peptide sequence is VSATLEQDKCVTVMA. The MHC is DRB1_0401 with pseudo-sequence DRB1_0401. The binding affinity (normalized) is 0.0905.